This data is from Full USPTO retrosynthesis dataset with 1.9M reactions from patents (1976-2016). The task is: Predict the reactants needed to synthesize the given product. (1) Given the product [C:38]([O:37][C:35](=[O:36])[CH2:34][N:16]1[C:17]2[C:13](=[CH:12][C:11]([F:10])=[CH:19][CH:18]=2)[C:14]([C:21]2[C:26]3[CH:27]=[CH:28][CH:29]=[CH:30][C:25]=3[S:24](=[O:31])(=[O:32])[N:23]([CH2:2][CH3:3])[N:22]=2)=[C:15]1[CH3:20])([CH3:41])([CH3:40])[CH3:39], predict the reactants needed to synthesize it. The reactants are: I[CH2:2][CH3:3].C([O-])([O-])=O.[K+].[K+].[F:10][C:11]1[CH:12]=[C:13]2[C:17](=[CH:18][CH:19]=1)[NH:16][C:15]([CH3:20])=[C:14]2[C:21]1[C:26]2[CH:27]=[CH:28][CH:29]=[CH:30][C:25]=2[S:24](=[O:32])(=[O:31])[NH:23][N:22]=1.Br[CH2:34][C:35]([O:37][C:38]([CH3:41])([CH3:40])[CH3:39])=[O:36]. (2) Given the product [NH2:7][C@@H:8]([C@@H:9]([CH3:12])[CH2:10][CH3:11])[CH2:13][N:14]([C:27]1[CH:32]=[CH:31][C:30]([C:9]2[CH:10]=[CH:11][C:45]([CH2:44][O:41][CH3:38])=[CH:13][CH:8]=2)=[CH:29][CH:28]=1)[C:15]([C@@H:17]1[CH2:19][C@H:18]1[C:20]1[CH:25]=[CH:24][C:23]([F:26])=[CH:22][N:21]=1)=[O:16], predict the reactants needed to synthesize it. The reactants are: C(OC(=O)[NH:7][C@H:8]([CH2:13][N:14]([C:27]1[CH:32]=[CH:31][C:30](Br)=[CH:29][CH:28]=1)[C:15]([C@@H:17]1[CH2:19][C@H:18]1[C:20]1[CH:25]=[CH:24][C:23]([F:26])=[CH:22][N:21]=1)=[O:16])[C@@H:9]([CH3:12])[CH2:10][CH3:11])(C)(C)C.B(O)O.[C:38]([O-:41])([O-])=O.[K+].[K+].[CH3:44][C:45]#N. (3) The reactants are: [OH:1][C:2]1[CH:14]=[CH:13][C:12]2[C:11]3[C:6](=[CH:7][CH:8]=[CH:9][CH:10]=3)[NH:5][C:4]=2[C:3]=1[O:15][CH2:16][CH2:17][CH2:18][N:19]([C:24]1[CH:29]=[CH:28][C:27]([O:30][CH2:31][CH2:32][CH:33]([C:36]#[N:37])[CH2:34][CH3:35])=[CH:26][CH:25]=1)[CH2:20][CH:21]([CH3:23])[CH3:22].C(=O)([O-])[O-:39].[K+].[K+].OO. Given the product [OH:1][C:2]1[CH:14]=[CH:13][C:12]2[C:11]3[C:6](=[CH:7][CH:8]=[CH:9][CH:10]=3)[NH:5][C:4]=2[C:3]=1[O:15][CH2:16][CH2:17][CH2:18][N:19]([C:24]1[CH:29]=[CH:28][C:27]([O:30][CH2:31][CH2:32][CH:33]([C:36](=[O:39])[NH2:37])[CH2:34][CH3:35])=[CH:26][CH:25]=1)[CH2:20][CH:21]([CH3:22])[CH3:23], predict the reactants needed to synthesize it. (4) Given the product [F:44][CH:42]([F:43])[C:32]1[N:31]([C:21]2[N:22]=[C:23]([N:25]3[CH2:30][CH2:29][O:28][CH2:27][CH2:26]3)[N:24]=[C:19]([NH:1][C:2]3[N:3]=[N:4][CH:5]=[CH:6][CH:7]=3)[N:20]=2)[C:35]2[CH:36]=[CH:37][CH:38]=[C:39]([O:40][CH3:41])[C:34]=2[N:33]=1, predict the reactants needed to synthesize it. The reactants are: [NH2:1][C:2]1[N:3]=[N:4][CH:5]=[CH:6][CH:7]=1.C[Si]([N-][Si](C)(C)C)(C)C.[Na+].Cl[C:19]1[N:24]=[C:23]([N:25]2[CH2:30][CH2:29][O:28][CH2:27][CH2:26]2)[N:22]=[C:21]([N:31]2[C:35]3[CH:36]=[CH:37][CH:38]=[C:39]([O:40][CH3:41])[C:34]=3[N:33]=[C:32]2[CH:42]([F:44])[F:43])[N:20]=1. (5) Given the product [C:12]([C:8]1[N:7]=[C:6]([C:2]2[S:18][C:17]([NH2:19])=[N:16][C:3]=2[CH3:4])[CH:11]=[CH:10][N:9]=1)([CH3:15])([CH3:14])[CH3:13], predict the reactants needed to synthesize it. The reactants are: Br[CH:2]([C:6]1[CH:11]=[CH:10][N:9]=[C:8]([C:12]([CH3:15])([CH3:14])[CH3:13])[N:7]=1)[C:3](=O)[CH3:4].[NH2:16][C:17]([NH2:19])=[S:18].